From a dataset of Rat liver microsome stability data. Regression/Classification. Given a drug SMILES string, predict its absorption, distribution, metabolism, or excretion properties. Task type varies by dataset: regression for continuous measurements (e.g., permeability, clearance, half-life) or binary classification for categorical outcomes (e.g., BBB penetration, CYP inhibition). Dataset: rlm. The drug is N#CC(=Cc1cc(O)c(O)c([N+](=O)[O-])c1)C(=O)N1CCCCC1. The result is 1 (stable in rat liver microsomes).